This data is from Drug-target binding data from BindingDB using IC50 measurements. The task is: Regression. Given a target protein amino acid sequence and a drug SMILES string, predict the binding affinity score between them. We predict pIC50 (pIC50 = -log10(IC50 in M); higher means more potent). Dataset: bindingdb_ic50. (1) The small molecule is Cc1cccc2sc(NC(=O)C3CCN(S(=O)(=O)c4cc([N+](=O)[O-])ccc4Cl)CC3)nc12. The target protein (Q9GZU7) has sequence MDSSAVITQISKEEARGPLRGKGDQKSAASQKPRSRGILHSLFCCVCRDDGEALPAHSGAPLLVEENGAIPKQTPVQYLLPEAKAQDSDKICVVIDLDETLVHSSFKPVNNADFIIPVEIDGVVHQVYVLKRPHVDEFLQRMGELFECVLFTASLAKYADPVADLLDKWGAFRARLFRESCVFHRGNYVKDLSRLGRDLRRVLILDNSPASYVFHPDNAVPVASWFDNMSDTELHDLLPFFEQLSRVDDVYSVLRQPRPGS. The pIC50 is 5.5. (2) The compound is CN(c1cnc(C#N)cn1)[C@@H]1CCN(c2ncnc3[nH]ccc23)C1. The target protein sequence is ISSDYELLSDPTPGALAPRDGLWNGAQLYACQDPTIFEERHLKYISQLGKGNFGSVELCRYDPLGDNTGALVAVKQLQHSGPDQQRDFQREIQILKALHSDFIVKYRGVSYGPGRQSLRLVMEYLPSGCLRDFLQRHRARLDASRLLLYSSQICKGMEYLGSRRCVHRDLAARNILVESEAHVKIADFGLAKLLPLDKDYYVVREPGQSPIFWYAPESLSDNIFSRQSDVWSFGVVLYELFTYCDKSCSPSAEFLRMMGCERDVPALCRLLELLEEGQRLPAPPACPAEVHELMKLCWAPSPQDRPSFSALGPQLDMLWSGSRGCETHAFTAHPEGKHHSLSFS. The pIC50 is 9.2. (3) The small molecule is C[C@@]1(CSc2nc[nH]n2)S[C@@H]2[C@H](Br)C(=O)N2[C@H]1C(=O)O. The target protein (P05193) has sequence MMKKSICCALLLTASFSTFAAAKTEQQIADIVNRTITPLMQEQAIPGMAVAIIYEGKPYYFTWGKADIANNHPVTQQTLFELGSVSKTFNGVLGGDRIARGEIKLSDPVTKYWPELTGKQWRGISLLHLATYTAGGLPLQIPGDVTDKAELLRFYQNWQPQWTPGAKRLYANSSIGLFGALAVKSSGMSYEEAMTRRVLQPLKLAHTWITVPQSEQKNYAWGYLEGKPVHVSPGQLDAEAYGVKSSVIDMARWVQANMDASHVQEKTLQQGIELAQSRYWRIGDMYQGLGWEMLNWPLKADSIINGSDSKVALAALPAVEVNPPAPAVKASWVHKTGSTGGFGSYVAFVPEKNLGIVMLANKSYPNPARVEAAWRILEKLQ. The pIC50 is 5.0.